From a dataset of Reaction yield outcomes from USPTO patents with 853,638 reactions. Predict the reaction yield, written as a fraction of the theoretical maximum amount of product (1.0 means a 100% yield; for example, 0.34 means a 34% yield). (1) The reactants are C[CH2:2][N:3]=[C:4]=NCCCN(C)C.Cl.[CH2:13]([O:20][C:21]1[CH:29]=[CH:28][C:24]([C:25](O)=[O:26])=[CH:23][C:22]=1[C:30]([NH:32][C:33]1[CH:38]=[C:37]([C:39]([F:42])([F:41])[F:40])[CH:36]=[C:35]([C:43]([F:46])([F:45])[F:44])[CH:34]=1)=[O:31])[C:14]1[CH:19]=[CH:18][CH:17]=[CH:16][CH:15]=1.Cl.CNC.C(N(CC)CC)C. The catalyst is O1CCCC1.O. The product is [CH2:13]([O:20][C:21]1[CH:29]=[CH:28][C:24]([C:25]([N:3]([CH3:4])[CH3:2])=[O:26])=[CH:23][C:22]=1[C:30]([NH:32][C:33]1[CH:38]=[C:37]([C:39]([F:42])([F:41])[F:40])[CH:36]=[C:35]([C:43]([F:46])([F:45])[F:44])[CH:34]=1)=[O:31])[C:14]1[CH:19]=[CH:18][CH:17]=[CH:16][CH:15]=1. The yield is 0.649. (2) The reactants are [O:1]=[C:2]1[NH:7][C:6]2[CH:8]=[C:9]([C:12](O)=[O:13])[CH:10]=[CH:11][C:5]=2[S:4][CH2:3]1.COC(C1C=CC2SCC(=O)NC=2C=1)=O.[Li+].[OH-]. The catalyst is C1COCC1.O. The product is [O:1]=[C:2]1[NH:7][C:6]2[CH:8]=[C:9]([CH:12]=[O:13])[CH:10]=[CH:11][C:5]=2[S:4][CH2:3]1. The yield is 0.600. (3) The reactants are [NH2:1][C:2]1[C:7]([OH:8])=[CH:6][C:5]([Br:9])=[CH:4][N:3]=1.C([O-])([O-])=O.[K+].[K+].Br[C:17]([CH3:24])([CH3:23])[C:18](OCC)=[O:19]. The catalyst is CC(C)=O. The product is [Br:9][C:5]1[CH:4]=[N:3][C:2]2[NH:1][C:18](=[O:19])[C:17]([CH3:24])([CH3:23])[O:8][C:7]=2[CH:6]=1. The yield is 0.840. (4) The reactants are [Cl:1][C:2]1[CH:3]=[C:4]([CH2:9][CH2:10][CH2:11][CH2:12][OH:13])[CH:5]=[CH:6][C:7]=1[Cl:8].[Cr](Cl)([O-])(=O)=O.[NH+]1C=CC=CC=1. The catalyst is C(Cl)Cl. The product is [Cl:1][C:2]1[CH:3]=[C:4]([CH2:9][CH2:10][CH2:11][CH:12]=[O:13])[CH:5]=[CH:6][C:7]=1[Cl:8]. The yield is 0.660. (5) The reactants are C1(P(C2C=CC=CC=2)C2C=CC=CC=2)C=CC=CC=1.[O:20]1[CH:24]=[CH:23][CH:22]=[C:21]1[CH2:25][OH:26].CCOC(/N=N/C(OCC)=O)=O.O[C:40]1[CH:48]=[CH:47][CH:46]=[C:45]2[C:41]=1[C:42](=[O:58])[N:43]([CH:50]1[CH2:55][CH2:54][C:53](=[O:56])[NH:52][C:51]1=[O:57])[C:44]2=[O:49]. The catalyst is C1COCC1.CO. The product is [O:57]=[C:51]1[CH:50]([N:43]2[C:44](=[O:49])[C:45]3[C:41](=[CH:40][CH:48]=[CH:47][C:46]=3[O:26][CH2:25][C:21]3[O:20][CH:24]=[CH:23][CH:22]=3)[C:42]2=[O:58])[CH2:55][CH2:54][C:53](=[O:56])[NH:52]1. The yield is 0.440. (6) The reactants are [C:1]([O:5][C:6]([NH:8][C:9]1[CH:14]=[CH:13][CH:12]=[CH:11][C:10]=1[NH:15][C:16](=[O:30])[C:17]1[CH:22]=[CH:21][C:20]([C:23]2[CH:28]=[CH:27][N:26]=[C:25](Cl)[N:24]=2)=[CH:19][CH:18]=1)=[O:7])([CH3:4])([CH3:3])[CH3:2].[CH3:31][N:32]1[CH2:37][CH2:36][NH:35][CH2:34][CH2:33]1. No catalyst specified. The product is [C:1]([O:5][C:6]([NH:8][C:9]1[CH:14]=[CH:13][CH:12]=[CH:11][C:10]=1[NH:15][C:16](=[O:30])[C:17]1[CH:22]=[CH:21][C:20]([C:23]2[CH:28]=[CH:27][N:26]=[C:25]([N:35]3[CH2:36][CH2:37][N:32]([CH3:31])[CH2:33][CH2:34]3)[N:24]=2)=[CH:19][CH:18]=1)=[O:7])([CH3:4])([CH3:3])[CH3:2]. The yield is 0.710. (7) The reactants are [CH3:1][N:2]([C:11]1[CH:12]=[CH:13][CH:14]=[C:15]2[C:19]=1[NH:18][C:17]([C:20]1[S:21][C:22]3([CH2:29][CH2:28][NH:27][CH2:26][CH2:25]3)[CH2:23][N:24]=1)=[CH:16]2)[S:3]([C:6]1[S:7][CH:8]=[CH:9][CH:10]=1)(=[O:5])=[O:4].Cl[CH2:31][C:32]([NH2:34])=[O:33].C(=O)([O-])[O-].[K+].[K+].CN(C)C=O. The catalyst is CCCCCC.O. The product is [CH3:1][N:2]([S:3]([C:6]1[S:7][CH:8]=[CH:9][CH:10]=1)(=[O:4])=[O:5])[C:11]1[CH:12]=[CH:13][CH:14]=[C:15]2[C:19]=1[NH:18][C:17]([C:20]1[S:21][C:22]3([CH2:29][CH2:28][N:27]([CH2:31][C:32]([NH2:34])=[O:33])[CH2:26][CH2:25]3)[CH2:23][N:24]=1)=[CH:16]2. The yield is 0.560.